The task is: Predict the product of the given reaction.. This data is from Forward reaction prediction with 1.9M reactions from USPTO patents (1976-2016). (1) Given the reactants [Cl:1][C:2]1[CH:24]=[CH:23][C:5]([C:6]([C:8]2[CH:13]=[CH:12][C:11]([NH:14][C:15](=[O:22])[CH2:16][C:17]([O:19]CC)=[O:18])=[CH:10][CH:9]=2)=[O:7])=[CH:4][CH:3]=1.CCO.[OH-].[K+].Cl, predict the reaction product. The product is: [Cl:1][C:2]1[CH:3]=[CH:4][C:5]([C:6]([C:8]2[CH:9]=[CH:10][C:11]([NH:14][C:15](=[O:22])[CH2:16][C:17]([OH:19])=[O:18])=[CH:12][CH:13]=2)=[O:7])=[CH:23][CH:24]=1. (2) The product is: [F:34][C:26]1[CH:25]=[C:24]([C:23]2[N:22]=[C:19]([C:8]3[N:9]=[N:10][N:11]([C:12]4[CH:17]=[CH:16][CH:15]=[CH:14][C:13]=4[F:18])[C:7]=3[C:1]3[CH:2]=[CH:3][CH:4]=[CH:5][CH:6]=3)[O:20][N:35]=2)[CH:33]=[CH:32][C:27]=1[C:28]([O:30][CH3:31])=[O:29]. Given the reactants [C:1]1([C:7]2[N:11]([C:12]3[CH:17]=[CH:16][CH:15]=[CH:14][C:13]=3[F:18])[N:10]=[N:9][C:8]=2[C:19](O)=[O:20])[CH:6]=[CH:5][CH:4]=[CH:3][CH:2]=1.[NH2:22][C:23](=[N:35]O)[C:24]1[CH:33]=[CH:32][C:27]([C:28]([O:30][CH3:31])=[O:29])=[C:26]([F:34])[CH:25]=1, predict the reaction product.